Dataset: Full USPTO retrosynthesis dataset with 1.9M reactions from patents (1976-2016). Task: Predict the reactants needed to synthesize the given product. (1) Given the product [Cl:5][C:6]1[CH:11]=[C:10]([I:12])[CH:9]=[C:8]([Cl:13])[C:7]=1[O:14][CH:2]([CH3:4])[CH3:3], predict the reactants needed to synthesize it. The reactants are: I[CH:2]([CH3:4])[CH3:3].[Cl:5][C:6]1[CH:11]=[C:10]([I:12])[CH:9]=[C:8]([Cl:13])[C:7]=1[OH:14].C(=O)([O-])[O-].[K+].[K+]. (2) Given the product [CH:1]1([NH:6][C:7]2[S:11][C:10]([NH:12][C:13]([C:15]3[CH:31]=[CH:30][C:18]([O:19][C@@H:20]4[CH2:25][CH2:24][C@H:23]([C:26]([OH:28])=[O:27])[CH2:22][CH2:21]4)=[CH:17][CH:16]=3)=[O:14])=[N:9][N:8]=2)[CH2:2][CH2:3][CH2:4][CH2:5]1, predict the reactants needed to synthesize it. The reactants are: [CH:1]1([NH:6][C:7]2[S:11][C:10]([NH:12][C:13]([C:15]3[CH:31]=[CH:30][C:18]([O:19][C@@H:20]4[CH2:25][CH2:24][C@H:23]([C:26]([O:28]C)=[O:27])[CH2:22][CH2:21]4)=[CH:17][CH:16]=3)=[O:14])=[N:9][N:8]=2)[CH2:5][CH2:4][CH2:3][CH2:2]1.[OH-].[Na+].